This data is from HIV replication inhibition screening data with 41,000+ compounds from the AIDS Antiviral Screen. The task is: Binary Classification. Given a drug SMILES string, predict its activity (active/inactive) in a high-throughput screening assay against a specified biological target. The molecule is Cc1c(C)c2ccc(OC(C)C(=O)O)cc2oc1=O. The result is 0 (inactive).